Dataset: Forward reaction prediction with 1.9M reactions from USPTO patents (1976-2016). Task: Predict the product of the given reaction. (1) Given the reactants C([BH3-])#N.[Na+].C(O)(=O)C.[CH3:9][O:10][N:11]=[CH:12][CH2:13][CH2:14][CH2:15][N:16]1[C:28]2[C:27]3[N:26]=[CH:25][CH:24]=[CH:23][C:22]=3[N:21]=[C:20]([NH2:29])[C:19]=2[N:18]=[C:17]1[CH2:30][CH2:31][CH3:32], predict the reaction product. The product is: [CH3:9][O:10][NH:11][CH2:12][CH2:13][CH2:14][CH2:15][N:16]1[C:28]2[C:27]3[N:26]=[CH:25][CH:24]=[CH:23][C:22]=3[N:21]=[C:20]([NH2:29])[C:19]=2[N:18]=[C:17]1[CH2:30][CH2:31][CH3:32]. (2) Given the reactants [Cl:1][C:2]1[CH:3]=[C:4]([S:22][CH:23]2[CH2:28][CH2:27][C:26](=O)[CH2:25][CH2:24]2)[C:5]([CH3:21])=[C:6]([CH:20]=1)[C:7]([NH:9][CH2:10][C:11]1[C:12](=[O:19])[NH:13][C:14]([CH3:18])=[CH:15][C:16]=1[CH3:17])=[O:8].[CH3:30][NH:31][CH3:32].C(O)(=O)C.C(O[BH-](OC(=O)C)OC(=O)C)(=O)C.[Na+], predict the reaction product. The product is: [Cl:1][C:2]1[CH:3]=[C:4]([S:22][CH:23]2[CH2:24][CH2:25][CH:26]([N:31]([CH3:32])[CH3:30])[CH2:27][CH2:28]2)[C:5]([CH3:21])=[C:6]([CH:20]=1)[C:7]([NH:9][CH2:10][C:11]1[C:12](=[O:19])[NH:13][C:14]([CH3:18])=[CH:15][C:16]=1[CH3:17])=[O:8]. (3) Given the reactants [Cl:1][C:2]1[C:10]2[C:5](=[CH:6][CH:7]=[CH:8][C:9]=2[NH2:11])[N:4]([CH2:12][CH2:13][N:14]2[CH2:18][CH2:17][CH2:16][CH2:15]2)[N:3]=1.[CH2:19]([O:26][C:27]1[CH:32]=[CH:31][C:30]([CH2:33][C:34](O)=[O:35])=[CH:29][CH:28]=1)[C:20]1[CH:25]=[CH:24][CH:23]=[CH:22][CH:21]=1.Cl.C(N=C=NC(C)(C)CC)C.ON1C2C=CC=CC=2N=N1.CN1CCOCC1, predict the reaction product. The product is: [CH2:19]([O:26][C:27]1[CH:28]=[CH:29][C:30]([CH2:33][C:34]([NH:11][C:9]2[CH:8]=[CH:7][CH:6]=[C:5]3[C:10]=2[C:2]([Cl:1])=[N:3][N:4]3[CH2:12][CH2:13][N:14]2[CH2:18][CH2:17][CH2:16][CH2:15]2)=[O:35])=[CH:31][CH:32]=1)[C:20]1[CH:21]=[CH:22][CH:23]=[CH:24][CH:25]=1. (4) Given the reactants [NH:1]1[CH2:6][CH2:5][CH:4]([CH2:7][OH:8])[CH2:3][CH2:2]1.CCN(C(C)C)C(C)C.[C:18](O[C:18]([O:20][C:21]([CH3:24])([CH3:23])[CH3:22])=[O:19])([O:20][C:21]([CH3:24])([CH3:23])[CH3:22])=[O:19], predict the reaction product. The product is: [OH:8][CH2:7][CH:4]1[CH2:5][CH2:6][N:1]([C:18]([O:20][C:21]([CH3:24])([CH3:23])[CH3:22])=[O:19])[CH2:2][CH2:3]1. (5) Given the reactants [Cl:1][C:2]1[CH:12]=[CH:11][CH:10]=[C:9]([Cl:13])[C:3]=1[CH2:4][O:5][C:6](=[O:8])[CH3:7].[B:14]1([B:14]2[O:18][C:17]([CH3:20])([CH3:19])[C:16]([CH3:22])([CH3:21])[O:15]2)[O:18][C:17]([CH3:20])([CH3:19])[C:16]([CH3:22])([CH3:21])[O:15]1.CCOC(C)=O, predict the reaction product. The product is: [Cl:1][C:2]1[CH:12]=[C:11]([B:14]2[O:18][C:17]([CH3:20])([CH3:19])[C:16]([CH3:22])([CH3:21])[O:15]2)[CH:10]=[C:9]([Cl:13])[C:3]=1[CH2:4][O:5][C:6](=[O:8])[CH3:7]. (6) Given the reactants [CH3:1][C@@H:2]([NH:13][CH2:14][CH2:15][CH2:16][C:17]1[CH:18]=[CH:19][CH:20]=[C:21]([C:23]([F:26])([F:25])[F:24])[CH:22]=1)[C:3]1[CH:4]=[CH:5][CH:6]=[C:7]2[CH:12]=[CH:11][CH:10]=[CH:9][C:8]=12.Cl.C(N)(=O)CC, predict the reaction product. The product is: [CH3:1][C@@H:2]([NH:13][CH2:14][CH2:15][CH2:16][C:17]1[CH:18]=[CH:19][CH:20]=[C:21]([C:23]([F:24])([F:25])[F:26])[CH:22]=1)[C:3]1[CH:4]=[CH:5][CH:6]=[C:7]2[CH:12]=[CH:11][CH:10]=[CH:9][C:8]=12. (7) Given the reactants [CH:1]1([C@H:4]([N:8]2[CH:12]=[C:11]([C:13]3[C:14]4[CH:21]=[CH:20][NH:19][C:15]=4[N:16]=[CH:17][N:18]=3)[CH:10]=[N:9]2)[CH2:5][C:6]#[N:7])[CH2:3][CH2:2]1.[OH:22][P:23]([OH:26])([OH:25])=[O:24], predict the reaction product. The product is: [P:23]([OH:26])([OH:25])([OH:24])=[O:22].[CH:1]1([C@H:4]([N:8]2[CH:12]=[C:11]([C:13]3[C:14]4[CH:21]=[CH:20][NH:19][C:15]=4[N:16]=[CH:17][N:18]=3)[CH:10]=[N:9]2)[CH2:5][C:6]#[N:7])[CH2:3][CH2:2]1. (8) Given the reactants [Cl:1][C:2]1[CH:11]=[CH:10][CH:9]=[C:8]2[C:3]=1[CH2:4][CH2:5][NH:6][CH2:7]2.[CH:12]([O:15][C:16]1[CH:24]=[CH:23][C:22]([S:25]([CH3:28])(=[O:27])=[O:26])=[CH:21][C:17]=1[C:18](O)=[O:19])([CH3:14])[CH3:13], predict the reaction product. The product is: [Cl:1][C:2]1[CH:11]=[CH:10][CH:9]=[C:8]2[C:3]=1[CH2:4][CH2:5][N:6]([C:18]([C:17]1[CH:21]=[C:22]([S:25]([CH3:28])(=[O:27])=[O:26])[CH:23]=[CH:24][C:16]=1[O:15][CH:12]([CH3:14])[CH3:13])=[O:19])[CH2:7]2. (9) Given the reactants Cl[C:2]1[CH:7]=[C:6]([C:8]([F:11])([F:10])[F:9])[N:5]=[CH:4][N:3]=1.[NH3:12], predict the reaction product. The product is: [NH2:12][C:2]1[CH:7]=[C:6]([C:8]([F:11])([F:10])[F:9])[N:5]=[CH:4][N:3]=1. (10) Given the reactants [Br:1][C:2]1[C:7]([F:8])=[C:6]([Cl:9])[CH:5]=[CH:4][C:3]=1[C:10]([OH:22])=[C:11](C(OCC)=O)C(OCC)=O, predict the reaction product. The product is: [Br:1][C:2]1[C:7]([F:8])=[C:6]([Cl:9])[CH:5]=[CH:4][C:3]=1[C:10](=[O:22])[CH3:11].